From a dataset of Forward reaction prediction with 1.9M reactions from USPTO patents (1976-2016). Predict the product of the given reaction. (1) Given the reactants [Cl:1][C:2]1[C:3]([O:12][C:13]2[CH:18]=[C:17]([O:19][CH2:20][CH2:21][O:22][CH3:23])[CH:16]=[CH:15][C:14]=2/[CH:24]=[CH:25]/[CH2:26][OH:27])=[N:4][CH:5]=[C:6]([C:8]([F:11])([F:10])[F:9])[CH:7]=1.Cl[S:29]([N:32]=[C:33]=[O:34])(=[O:31])=[O:30].[CH2:35]([NH2:40])[CH2:36][CH2:37][CH2:38][CH3:39].Cl, predict the reaction product. The product is: [CH2:35]([NH:40][S:29]([NH:32][C:33](=[O:34])[O:27][CH2:26]/[CH:25]=[CH:24]/[C:14]1[CH:15]=[CH:16][C:17]([O:19][CH2:20][CH2:21][O:22][CH3:23])=[CH:18][C:13]=1[O:12][C:3]1[C:2]([Cl:1])=[CH:7][C:6]([C:8]([F:9])([F:11])[F:10])=[CH:5][N:4]=1)(=[O:31])=[O:30])[CH2:36][CH2:37][CH2:38][CH3:39]. (2) Given the reactants Cl[C:2]1[N:7]=[C:6]([NH2:8])[N:5]=[C:4]2[NH:9][N:10]=[CH:11][C:3]=12.[C:12](O)(=[O:14])C, predict the reaction product. The product is: [CH3:12][O:14][C:2]1[N:7]=[C:6]([NH2:8])[N:5]=[C:4]2[NH:9][N:10]=[CH:11][C:3]=12.